This data is from CYP2D6 inhibition data for predicting drug metabolism from PubChem BioAssay. The task is: Regression/Classification. Given a drug SMILES string, predict its absorption, distribution, metabolism, or excretion properties. Task type varies by dataset: regression for continuous measurements (e.g., permeability, clearance, half-life) or binary classification for categorical outcomes (e.g., BBB penetration, CYP inhibition). Dataset: cyp2d6_veith. (1) The drug is Cc1cc(C)nc(NC(=O)COc2ccc(Cl)cc2)c1. The result is 0 (non-inhibitor). (2) The compound is CCCCN1C(=O)/C(=c2\sc3nc(=O)c(-c4ccccc4)nn3c2=O)c2ccccc21. The result is 0 (non-inhibitor). (3) The compound is C=CCC(C)(NCc1ccccc1)c1ccco1.Cl. The result is 1 (inhibitor). (4) The molecule is Cc1cc(N=Cc2c(CO)cnc(C)c2O)c(N=Cc2c(CO)cnc(C)c2O)cc1C.[Zn]. The result is 0 (non-inhibitor). (5) The compound is CC(=O)Nc1ccc(S(=O)(=O)N2CCC(N(C)CCC(C)C)CC2)cc1.Cl. The result is 1 (inhibitor).